This data is from Forward reaction prediction with 1.9M reactions from USPTO patents (1976-2016). The task is: Predict the product of the given reaction. (1) Given the reactants [Cl:1][C:2]1[CH:7]=[CH:6][CH:5]=[C:4]([F:8])[C:3]=1[C:9]1[NH:10][C:11](=[O:26])[N:12](C2C=CC(C#C[Si](C)(C)C)=CC=2)[N:13]=1.[CH3:40][CH2:41][CH2:42][CH2:43][N+]([CH2:40][CH2:41][CH2:42][CH3:43])([CH2:40][CH2:41][CH2:42][CH3:43])[CH2:40][CH2:41][CH2:42][CH3:43].[F-], predict the reaction product. The product is: [Cl:1][C:2]1[CH:7]=[CH:6][CH:5]=[C:4]([F:8])[C:3]=1[CH:9]1[N:13]([C:2]2[CH:7]=[CH:40][C:41]([C:42]#[CH:43])=[CH:4][CH:3]=2)[NH:12][C:11](=[O:26])[NH:10]1. (2) Given the reactants [CH3:1][C:2]([Si:5]([CH3:20])([CH3:19])[O:6][C@H:7]1[C@@H:12]([N:13]2[CH2:17][CH2:16][CH2:15][C:14]2=[O:18])[CH2:11][CH2:10][NH:9][CH2:8]1)([CH3:4])[CH3:3].[C:21]([OH:27])([C:23]([F:26])([F:25])[F:24])=[O:22].CO, predict the reaction product. The product is: [OH:27][C:21]([C:23]([F:26])([F:25])[F:24])=[O:22].[CH3:4][C:2]([Si:5]([CH3:20])([CH3:19])[O:6][C@H:7]1[C@@H:12]([N:13]2[CH2:17][CH2:16][CH2:15][C:14]2=[O:18])[CH2:11][CH2:10][NH:9][CH2:8]1)([CH3:1])[CH3:3]. (3) Given the reactants Br[C:2]1[CH:7]=[C:6]([C:8]([F:11])([F:10])[F:9])[CH:5]=[CH:4][C:3]=1[CH3:12].CC([O-])=O.[K+].[B:18]1([B:18]2[O:22][C:21]([CH3:24])([CH3:23])[C:20]([CH3:26])([CH3:25])[O:19]2)[O:22][C:21]([CH3:24])([CH3:23])[C:20]([CH3:26])([CH3:25])[O:19]1, predict the reaction product. The product is: [CH3:12][C:3]1[C:2]([B:18]2[O:22][C:21]([CH3:24])([CH3:23])[C:20]([CH3:26])([CH3:25])[O:19]2)=[CH:7][C:6]([C:8]([F:11])([F:10])[F:9])=[CH:5][CH:4]=1. (4) Given the reactants [NH2:1][C:2]1[CH:7]=[CH:6][C:5]([CH2:8][C:9]#[N:10])=[CH:4][CH:3]=1.[Cl:11][C:12]1[C:17]([Cl:18])=[CH:16][CH:15]=[CH:14][C:13]=1[S:19](Cl)(=[O:21])=[O:20].O, predict the reaction product. The product is: [Cl:11][C:12]1[C:17]([Cl:18])=[CH:16][CH:15]=[CH:14][C:13]=1[S:19]([NH:1][C:2]1[CH:7]=[CH:6][C:5]([CH2:8][C:9]#[N:10])=[CH:4][CH:3]=1)(=[O:21])=[O:20]. (5) Given the reactants C(OC(=O)[NH:7][C:8]1[CH:13]=[C:12]([NH:14][CH2:15][CH:16]([CH3:18])[CH3:17])[C:11]([Cl:19])=[CH:10][C:9]=1[NH:20][C:21](=[O:36])[CH2:22][C:23]([C:25]1[CH:30]=[CH:29][CH:28]=[C:27]([N:31]2[CH:35]=[CH:34][N:33]=[CH:32]2)[CH:26]=1)=O)(C)(C)C.C(O)(C(F)(F)F)=O, predict the reaction product. The product is: [Cl:19][C:11]1[C:12]([NH:14][CH2:15][CH:16]([CH3:18])[CH3:17])=[CH:13][C:8]2[N:7]=[C:23]([C:25]3[CH:30]=[CH:29][CH:28]=[C:27]([N:31]4[CH:35]=[CH:34][N:33]=[CH:32]4)[CH:26]=3)[CH2:22][C:21](=[O:36])[NH:20][C:9]=2[CH:10]=1. (6) Given the reactants [CH3:1][N:2]1[C:10]2[C:5](=[N:6][C:7]([C:11](O)=[O:12])=[CH:8][CH:9]=2)[N:4]=[C:3]1[CH2:14][O:15][C:16]1[CH:21]=[CH:20][C:19]([C:22]#[N:23])=[CH:18][CH:17]=1.CN1CCOCC1.F[B-](F)(F)F.N1(OC(N(C)C)=[N+](C)C)C2C=CC=CC=2N=N1.[N:53]1[CH:58]=[CH:57][CH:56]=[CH:55][C:54]=1[NH:59][CH2:60][CH2:61][C:62]([O:64][CH3:65])=[O:63], predict the reaction product. The product is: [N:53]1[CH:58]=[CH:57][CH:56]=[CH:55][C:54]=1[N:59]([CH2:60][CH2:61][C:62]([O:64][CH3:65])=[O:63])[C:11]([C:7]1[N:6]=[C:5]2[N:4]=[C:3]([CH2:14][O:15][C:16]3[CH:17]=[CH:18][C:19]([C:22]#[N:23])=[CH:20][CH:21]=3)[N:2]([CH3:1])[C:10]2=[CH:9][CH:8]=1)=[O:12].